This data is from Forward reaction prediction with 1.9M reactions from USPTO patents (1976-2016). The task is: Predict the product of the given reaction. (1) Given the reactants [C:1](Cl)(=O)[CH2:2][CH:3]([CH3:5])[CH3:4].[NH2:8][C:9]1[CH:14]=[C:13]([C:15]([F:18])([F:17])[F:16])[CH:12]=[CH:11][C:10]=1[NH:19][C:20]1[CH:21]=[C:22]([CH:28]=[CH:29][CH:30]=1)[C:23]([O:25]CC)=[O:24].N1C=CC=CC=1.O, predict the reaction product. The product is: [CH2:2]([C:1]1[N:19]([C:20]2[CH:21]=[C:22]([CH:28]=[CH:29][CH:30]=2)[C:23]([OH:25])=[O:24])[C:10]2[CH:11]=[CH:12][C:13]([C:15]([F:18])([F:17])[F:16])=[CH:14][C:9]=2[N:8]=1)[CH:3]([CH3:5])[CH3:4]. (2) Given the reactants [C:1]([O:5][C:6]([N:8]1[CH2:12][CH:11]([O:13]C(=O)C2C=CC([N+]([O-])=O)=CC=2)[CH:10]2[N:25]([C:28]([O:30][CH2:31][C:32]3[CH:37]=[CH:36][CH:35]=[CH:34][CH:33]=3)=[O:29])[CH2:26][CH2:27][CH:9]12)=[O:7])([CH3:4])([CH3:3])[CH3:2].[OH-].[Na+], predict the reaction product. The product is: [C:1]([O:5][C:6]([N:8]1[CH2:12][CH:11]([OH:13])[CH:10]2[N:25]([C:28]([O:30][CH2:31][C:32]3[CH:37]=[CH:36][CH:35]=[CH:34][CH:33]=3)=[O:29])[CH2:26][CH2:27][CH:9]12)=[O:7])([CH3:4])([CH3:2])[CH3:3]. (3) Given the reactants Br[C:2]1[CH:3]=[CH:4][CH:5]=[C:6]2[C:10]=1[C:9]([CH2:12][C:13]1[CH:18]=[C:17]([O:19][CH3:20])[CH:16]=[C:15]([O:21][CH3:22])[CH:14]=1)([OH:11])[CH2:8][CH2:7]2.[Si:23]([O:30]C1C=CC=C2C=1C(=O)CC2)([C:26]([CH3:29])([CH3:28])[CH3:27])([CH3:25])[CH3:24].COC1C=C(C=C(OC)C=1)C[Mg]Br, predict the reaction product. The product is: [Si:23]([O:30][C:2]1[CH:3]=[CH:4][CH:5]=[C:6]2[C:10]=1[C:9]([CH2:12][C:13]1[CH:18]=[C:17]([O:19][CH3:20])[CH:16]=[C:15]([O:21][CH3:22])[CH:14]=1)([OH:11])[CH2:8][CH2:7]2)([C:26]([CH3:29])([CH3:28])[CH3:27])([CH3:25])[CH3:24]. (4) The product is: [CH:1]1([NH:4][C:5](=[O:34])[C:6]2[CH:11]=[CH:10][C:9]([C:12]3[N:16]4[CH:17]=[C:18]([C:26]5[CH:31]=[CH:30][C:29]([CH2:32][CH2:33][OH:35])=[CH:28][CH:27]=5)[N:19]=[C:20]([NH:21][CH2:22][CH:23]([CH3:25])[CH3:24])[C:15]4=[N:14][CH:13]=3)=[CH:8][CH:7]=2)[CH2:3][CH2:2]1. Given the reactants [CH:1]1([NH:4][C:5](=[O:34])[C:6]2[CH:11]=[CH:10][C:9]([C:12]3[N:16]4[CH:17]=[C:18]([C:26]5[CH:31]=[CH:30][C:29]([CH:32]=[CH2:33])=[CH:28][CH:27]=5)[N:19]=[C:20]([NH:21][CH2:22][CH:23]([CH3:25])[CH3:24])[C:15]4=[N:14][CH:13]=3)=[CH:8][CH:7]=2)[CH2:3][CH2:2]1.[OH-:35].[Na+].OO.O, predict the reaction product. (5) Given the reactants [N+](C1C=CC(C([O:10][C@H:11]2[CH2:14][C@H:13]([CH2:15][NH:16][C:17]([O:19][C:20]([CH3:23])([CH3:22])[CH3:21])=[O:18])[CH2:12]2)=O)=CC=1)([O-])=O.[OH-].[Na+], predict the reaction product. The product is: [OH:10][C@H:11]1[CH2:14][C@H:13]([CH2:15][NH:16][C:17](=[O:18])[O:19][C:20]([CH3:22])([CH3:21])[CH3:23])[CH2:12]1. (6) Given the reactants Br[C:2]1[N:3]=[C:4]([CH:7]([O:20][Si:21]([C:24]([CH3:27])([CH3:26])[CH3:25])([CH3:23])[CH3:22])[CH2:8][CH2:9][CH2:10][CH2:11][CH2:12][CH2:13][C:14]2[CH:19]=[CH:18][CH:17]=[CH:16][CH:15]=2)[O:5][CH:6]=1.CN(C)[C:30](=[O:32])[CH3:31], predict the reaction product. The product is: [Si:21]([O:20][CH:7]([C:4]1[O:5][CH:6]=[C:2]([C:30](=[O:32])[CH3:31])[N:3]=1)[CH2:8][CH2:9][CH2:10][CH2:11][CH2:12][CH2:13][C:14]1[CH:19]=[CH:18][CH:17]=[CH:16][CH:15]=1)([C:24]([CH3:27])([CH3:26])[CH3:25])([CH3:23])[CH3:22].